This data is from Reaction yield outcomes from USPTO patents with 853,638 reactions. The task is: Predict the reaction yield, written as a fraction of the theoretical maximum amount of product (1.0 means a 100% yield; for example, 0.34 means a 34% yield). (1) The reactants are Br[C:2]1[CH:7]=[CH:6][CH:5]=[CH:4][N:3]=1.[CH2:8]([OH:14])[CH2:9][CH2:10][CH2:11][C:12]#[CH:13]. No catalyst specified. The product is [N:3]1[CH:4]=[CH:5][CH:6]=[CH:7][C:2]=1[C:13]#[C:12][CH2:11][CH2:10][CH2:9][CH2:8][OH:14]. The yield is 0.780. (2) The reactants are [NH2:1][C:2]1[C:3]([C:10]([O:12][CH3:13])=[O:11])=[N:4][C:5](Br)=[C:6]([F:8])[CH:7]=1.[F:14][C:15]1[CH:20]=[CH:19][CH:18]=[C:17]([F:21])[C:16]=1B(O)O. The catalyst is C1C=CC(P(C2C=CC=CC=2)[C-]2C=CC=C2)=CC=1.C1C=CC(P(C2C=CC=CC=2)[C-]2C=CC=C2)=CC=1.Cl[Pd]Cl.[Fe+2].C(Cl)Cl. The product is [NH2:1][C:2]1[C:3]([C:10]([O:12][CH3:13])=[O:11])=[N:4][C:5]([C:16]2[C:15]([F:14])=[CH:20][CH:19]=[CH:18][C:17]=2[F:21])=[C:6]([F:8])[CH:7]=1. The yield is 0.940. (3) The reactants are [Cl:1][C:2]1[CH:7]=[CH:6][C:5]([C:8]2[O:9][C:10]3[C:16]([C:17]([OH:19])=O)=[CH:15][CH:14]=[CH:13][C:11]=3[N:12]=2)=[CH:4][CH:3]=1.Cl.Cl.[NH2:22][CH:23]1[CH2:30][CH:29]2[N:31]([CH3:32])[CH:25]([CH2:26][CH2:27][CH2:28]2)[CH2:24]1. No catalyst specified. The product is [CH3:32][N:31]1[CH:25]2[CH2:26][CH2:27][CH2:28][CH:29]1[CH2:30][CH:23]([NH:22][C:17]([C:16]1[C:10]3[O:9][C:8]([C:5]4[CH:4]=[CH:3][C:2]([Cl:1])=[CH:7][CH:6]=4)=[N:12][C:11]=3[CH:13]=[CH:14][CH:15]=1)=[O:19])[CH2:24]2. The yield is 0.430. (4) The reactants are C([O:8][C:9]1[CH:10]=[C:11]([CH2:15][CH2:16][CH2:17][CH2:18][CH2:19][CH2:20][CH2:21][S:22]([F:25])(=[O:24])=[O:23])[CH:12]=[CH:13][CH:14]=1)C1C=CC=CC=1.B(F)(F)F.CCOCC. The catalyst is C(S)(S)C. The product is [OH:8][C:9]1[CH:10]=[C:11]([CH2:15][CH2:16][CH2:17][CH2:18][CH2:19][CH2:20][CH2:21][S:22]([F:25])(=[O:24])=[O:23])[CH:12]=[CH:13][CH:14]=1. The yield is 0.690. (5) The yield is 0.270. The product is [Cl:38][C:24]1[C:25]([NH:27][C@@H:28]2[C@@H:33]3[CH2:34][C@@H:30]([CH:31]=[CH:32]3)[C@@H:29]2[C:35]([NH2:37])=[O:36])=[N:26][C:21]([NH:19][C:4]2[CH:5]=[CH:6][C:7]3[CH2:13][CH2:12][CH:11]([NH:14][CH2:15][CH2:16][O:17][CH3:18])[CH2:10][CH2:9][C:8]=3[C:3]=2[O:2][CH3:1])=[N:22][CH:23]=1. The catalyst is COCCO. The reactants are [CH3:1][O:2][C:3]1[C:8]2[CH2:9][CH2:10][CH:11]([NH:14][CH2:15][CH2:16][O:17][CH3:18])[CH2:12][CH2:13][C:7]=2[CH:6]=[CH:5][C:4]=1[NH2:19].Cl[C:21]1[N:26]=[C:25]([NH:27][C@@H:28]2[C@@H:33]3[CH2:34][C@@H:30]([CH:31]=[CH:32]3)[C@@H:29]2[C:35]([NH2:37])=[O:36])[C:24]([Cl:38])=[CH:23][N:22]=1.Cl.O1CCOCC1.C(=O)(O)[O-].[Na+]. (6) The reactants are [OH:1][C:2]1[C:10]([N+:11]([O-:13])=[O:12])=[CH:9][CH:8]=[CH:7][C:3]=1[C:4]([OH:6])=[O:5].S(=O)(=O)(O)O.[CH3:19]O. No catalyst specified. The product is [CH3:19][O:5][C:4](=[O:6])[C:3]1[CH:7]=[CH:8][CH:9]=[C:10]([N+:11]([O-:13])=[O:12])[C:2]=1[OH:1]. The yield is 0.930. (7) The catalyst is CC1CCCO1.CS(C)=O.ClCCl.O.CO. The reactants are Br[CH2:2][C:3]1[CH:8]=[CH:7][C:6]([S:9]([N:12]([C:17]2[CH:22]=[CH:21][C:20]([CH3:23])=[CH:19][C:18]=2[CH3:24])[CH2:13][CH:14]([CH3:16])[CH3:15])(=[O:11])=[O:10])=[CH:5][CH:4]=1.[N:25]1[CH:30]=[CH:29][C:28]([CH2:31][OH:32])=[CH:27][CH:26]=1.[H-].[Na+]. The product is [CH3:24][C:18]1[CH:19]=[C:20]([CH3:23])[CH:21]=[CH:22][C:17]=1[N:12]([CH2:13][CH:14]([CH3:16])[CH3:15])[S:9]([C:6]1[CH:5]=[CH:4][C:3]([CH2:2][O:32][CH2:31][C:28]2[CH:29]=[CH:30][N:25]=[CH:26][CH:27]=2)=[CH:8][CH:7]=1)(=[O:11])=[O:10]. The yield is 0.0898. (8) The reactants are [C:1]([C:3]1[CH:4]=[C:5]([CH:13]([CH2:17][CH:18]2[CH2:22][CH2:21][CH2:20][CH2:19]2)[C:14](O)=[O:15])[CH:6]=[CH:7][C:8]=1[S:9]([CH3:12])(=[O:11])=[O:10])#[N:2].C(N(CC)CC)C.F[P-](F)(F)(F)(F)F.N1(O[P+](N(C)C)(N(C)C)N(C)C)C2C=CC=CC=2N=N1.[NH2:57][C:58]1[NH:59][C:60]2[CH:66]=[CH:65][CH:64]=[CH:63][C:61]=2[N:62]=1. The catalyst is C(Cl)Cl. The product is [NH:59]1[C:60]2[CH:66]=[CH:65][CH:64]=[CH:63][C:61]=2[N:62]=[C:58]1[NH:57][C:14](=[O:15])[CH:13]([C:5]1[CH:6]=[CH:7][C:8]([S:9]([CH3:12])(=[O:10])=[O:11])=[C:3]([C:1]#[N:2])[CH:4]=1)[CH2:17][CH:18]1[CH2:19][CH2:20][CH2:21][CH2:22]1. The yield is 0.950. (9) The reactants are [CH:1]([C:4]1[CH:9]=[CH:8][C:7]([C:10]2[O:14][C:13]([C:15]3[CH:16]=[C:17]([CH:23]=[CH:24][CH:25]=3)[C:18]([O:20]CC)=[O:19])=[N:12][CH:11]=2)=[CH:6][CH:5]=1)([CH3:3])[CH3:2].[OH-].[Li+]. The catalyst is CO.O. The product is [CH:1]([C:4]1[CH:5]=[CH:6][C:7]([C:10]2[O:14][C:13]([C:15]3[CH:16]=[C:17]([CH:23]=[CH:24][CH:25]=3)[C:18]([OH:20])=[O:19])=[N:12][CH:11]=2)=[CH:8][CH:9]=1)([CH3:3])[CH3:2]. The yield is 0.520.